This data is from Forward reaction prediction with 1.9M reactions from USPTO patents (1976-2016). The task is: Predict the product of the given reaction. The product is: [CH:4]1([C:7]2[CH:8]=[C:9]([O:16][CH3:17])[C:10]([C:13]3[NH:14][C:9](=[O:16])[CH:8]=[C:7]([C:4]([OH:19])=[O:1])[N:15]=3)=[N:11][CH:12]=2)[CH2:5][CH2:6]1. Given the reactants [OH-:1].[Na+].Cl.[CH:4]1([C:7]2[CH:8]=[C:9]([O:16][CH3:17])[C:10]([C:13](=[NH:15])[NH2:14])=[N:11][CH:12]=2)[CH2:6][CH2:5]1.Cl.[OH2:19], predict the reaction product.